From a dataset of Forward reaction prediction with 1.9M reactions from USPTO patents (1976-2016). Predict the product of the given reaction. (1) Given the reactants CN(C)[CH:3]=[O:4].C(Cl)(=O)C(Cl)=O.[CH3:12][O:13][C:14]1[CH:18]=[CH:17][O:16][CH:15]=1, predict the reaction product. The product is: [CH3:12][O:13][C:14]1[CH:15]=[CH:3][O:4][C:18]=1[CH:17]=[O:16]. (2) Given the reactants [C:1]([O:5][NH:6][C:7](=[O:33])[CH2:8][CH2:9][CH2:10][CH2:11][CH2:12][CH2:13][NH:14][C:15]([C:17]1[N:18]=[N:19][N:20]([CH2:22][C:23]([O:25]CC2C=CC=CC=2)=O)[CH:21]=1)=[O:16])([CH3:4])([CH3:3])[CH3:2].[N:34]1[C:43]2[CH:42]=[CH:41][CH:40]=[C:39]([NH2:44])[C:38]=2[N:37]=[CH:36][CH:35]=1.CCN=C=NCCCN(C)C, predict the reaction product. The product is: [C:1]([O:5][NH:6][C:7](=[O:33])[CH2:8][CH2:9][CH2:10][CH2:11][CH2:12][CH2:13][NH:14][C:15]([C:17]1[N:18]=[N:19][N:20]([CH2:22][C:23](=[O:25])[NH:44][C:39]2[CH:40]=[CH:41][CH:42]=[C:43]3[C:38]=2[N:37]=[CH:36][CH:35]=[N:34]3)[CH:21]=1)=[O:16])([CH3:2])([CH3:3])[CH3:4]. (3) Given the reactants [CH3:1][C:2]1[C:6](B(O)O)=[C:5]([CH3:10])[NH:4][N:3]=1.[CH3:11][C:12]1[C:16]([C:17]2[CH:22]=[C:21]([NH2:23])[C:20]([NH2:24])=[C:19](I)[CH:18]=2)=[C:15]([CH3:26])[O:14][N:13]=1.C(=O)([O-])[O-].[Cs+].[Cs+], predict the reaction product. The product is: [CH3:1][C:2]1[C:6]([C:19]2[CH:18]=[C:17]([C:16]3[C:12]([CH3:11])=[N:13][O:14][C:15]=3[CH3:26])[CH:22]=[C:21]([NH2:23])[C:20]=2[NH2:24])=[C:5]([CH3:10])[NH:4][N:3]=1.